Dataset: Forward reaction prediction with 1.9M reactions from USPTO patents (1976-2016). Task: Predict the product of the given reaction. (1) Given the reactants [CH3:1][N:2]([CH3:26])[CH:3]=[N:4][S:5]([C:8]1[CH:13]=[CH:12][C:11]([C:14](=O)[CH:15]([CH3:24])[C:16]([N:18]2[CH2:23][CH2:22][O:21][CH2:20][CH2:19]2)=[S:17])=[CH:10][CH:9]=1)(=[O:7])=[O:6].C(=O)([O-])[O-].[K+].[K+].I[CH2:34][C:35]([O:37][CH2:38][CH3:39])=[O:36], predict the reaction product. The product is: [CH2:38]([O:37][C:35]([C:34]1[S:17][C:16]([N:18]2[CH2:23][CH2:22][O:21][CH2:20][CH2:19]2)=[C:15]([CH3:24])[C:14]=1[C:11]1[CH:12]=[CH:13][C:8]([S:5](=[O:7])(=[O:6])[N:4]=[CH:3][N:2]([CH3:26])[CH3:1])=[CH:9][CH:10]=1)=[O:36])[CH3:39]. (2) Given the reactants [N:1]([CH:4]([O:6][CH2:7][CH2:8][OH:9])[CH3:5])=[N+:2]=[N-:3].[H-].[Na+].[CH2:12]([O:14][C:15](=[O:18])[CH2:16]Br)[CH3:13], predict the reaction product. The product is: [CH2:12]([O:14][C:15](=[O:18])[CH2:16][O:9][CH2:8][CH2:7][O:6][CH:4]([N:1]=[N+:2]=[N-:3])[CH3:5])[CH3:13]. (3) Given the reactants [C:1]1([C:7]2[N:12]=[CH:11][C:10]([C:13]3[N:14]=[C:15]([CH:18]4[CH2:23][CH2:22][CH2:21][NH:20][CH2:19]4)[NH:16][CH:17]=3)=[CH:9][N:8]=2)[CH:6]=[CH:5][CH:4]=[CH:3][CH:2]=1.C(=O)([O-])[O-].[Cs+].[Cs+].[CH2:30](Br)[C:31]1[CH:36]=[CH:35][CH:34]=[CH:33][CH:32]=1, predict the reaction product. The product is: [CH2:30]([N:20]1[CH2:21][CH2:22][CH2:23][CH:18]([C:15]2[NH:14][C:13]([C:10]3[CH:11]=[N:12][C:7]([C:1]4[CH:2]=[CH:3][CH:4]=[CH:5][CH:6]=4)=[N:8][CH:9]=3)=[CH:17][N:16]=2)[CH2:19]1)[C:31]1[CH:36]=[CH:35][CH:34]=[CH:33][CH:32]=1. (4) Given the reactants [NH2:1][C:2]1[N:7]=[CH:6][C:5]([NH:8][C:9]([C:11]2[N:12]([CH2:21][C:22]3[CH:27]=[CH:26][CH:25]=[C:24]([F:28])[CH:23]=3)[C:13]3[C:18]([CH:19]=2)=[CH:17][C:16]([F:20])=[CH:15][CH:14]=3)=[O:10])=[CH:4][CH:3]=1.Br[CH2:30][C:31](=O)[C:32]([O:34][CH2:35][CH3:36])=[O:33], predict the reaction product. The product is: [CH2:35]([O:34][C:32]([C:31]1[N:1]=[C:2]2[CH:3]=[CH:4][C:5]([NH:8][C:9]([C:11]3[N:12]([CH2:21][C:22]4[CH:27]=[CH:26][CH:25]=[C:24]([F:28])[CH:23]=4)[C:13]4[C:18]([CH:19]=3)=[CH:17][C:16]([F:20])=[CH:15][CH:14]=4)=[O:10])=[CH:6][N:7]2[CH:30]=1)=[O:33])[CH3:36].